This data is from Drug-target binding data from BindingDB using IC50 measurements. The task is: Regression. Given a target protein amino acid sequence and a drug SMILES string, predict the binding affinity score between them. We predict pIC50 (pIC50 = -log10(IC50 in M); higher means more potent). Dataset: bindingdb_ic50. (1) The compound is CC(C)OC(=O)OCOP(=O)(CO[C@H](C)Cn1cnc2c(N)ncnc21)OCOC(=O)OC(C)C. The target protein sequence is PISPIETVPVKLKPGMDGPKVKQWPLTEEKIKALVEICTEMEKEGKISKIGPENPYNTPVFAIKKKDSTKWRKLIDLRELNKRTQDFWEVQLGIPHPAGLKKKKSVTVLDVGDAYYSVPLDEDFRKYTAFTIPSINNETPGIRYQYNVLPMGWKGSPAIFQSSMTKILEPFRKQNPDIVIYQYVDDLYVGSDLEIGQHRTKIEELRQHLLRWGLTTPDKKHQKEPPFLWMGYELHPDKWTVQPIVLPEKDSWTVNDIQKLVGKLNWASQIYPGIKVRQLCKLLRGTKALTEVIPLTEEAELELAENREILKEPVHGVYYDPSKDLIAEIQKQGQGQWTYQIYQEPFKNLKTGKYARMRGAHTNDVKQLTEAVQKITTESIVIWGKTPKFKLPIQKETWETWWTEYWQATWIPEWEFVNTPPLVKLWYQLEKEPIVGAETFYVDGAANRETKLGKAGYVTNRGRQKVVTLTDTTNQKTELQAIYLALQDSGLEVNIVTDSQ.... The pIC50 is 5.2. (2) The compound is Cc1ccc(N2CC[C@@]3(C2)CN(C(=O)c2cc4cc(F)ccc4[nH]2)c2ccccc23)cn1. The target protein sequence is MAGSAVDSANHLTYLFGNITREEAEDYLVQGGMTDGLYLLRQSRNYLGGFALSVAHNRKAHHYTIERELNGTYAISGGRAHASPADLCHYHSQEPDGLICLLKKPFNRPPGVQPKTGPFEDLKENLIREYVKQTWNLQGQALEQAIISQKPQLEKLIATTAHEKMPWFHGNISRDESEQTVLIGSKTNGKFLIRARDNSGSYALCLLHEGKVLHYRIDRDKTGKLSIPEGKKFDTLWQLVEHYSYKPDGLLRVLTVPCQKIGAQMGHPGSPNAHPVTWSPGGIISRIKSYSFPKPGHKKPAPPQGSRPESTVSFNPYEPTGGPWGPDRGLQREALPMDTEVYESPYADPEEIRPKEVYLDRSLLTLEDNELGSGNFGTVKKGYYQMKKVVKTVAVKILKNEANDPALKDELLAEANVMQQLDNPYIVRMIGICEAESWMLVMEMAELGPLNKYLQQNRHIKDKNIIELVHQVSMGMKYLEESNFVHRDLAARNVLLVTQH.... The pIC50 is 4.4. (3) The drug is Nc1nc(F)nc2c1ncn2[C@H]1C[C@H](O)[C@@H](CO)O1. The target protein (Q04400) has sequence MSGSKSVSPPGYAAQTAASPAPRGGPEHRAAWGEADSRANGYPHAPGGSTRGSTKRSGGAVTPQQQQRLASRWRGGDDDEDPPLSGDDPLVGGFGFSFRSKSAWQERGGDDGGRGSRRQRRGAAGGGSTRAPPAGGSGSSAAAAAAAGGTEVRPRSVEVGLEERRGKGRAAEELEPGTGTVEDGDGSEDGGSSVASGSGTGTVLSLGACCLALLQIFRSKKFPSDKLERLYQRYFFRLNQSSLTMLMAVLVLVCLVMLAFHAARPPLQVVYLAVLAAAVGVILIMAVLCNRAAFHQDHMGLACYALIAVVLAVQVVGLLLPQPRSASEGIWWTVFFIYTIYTLLPVRMRAAVLSGVLLSALHLAISLHTNAQDQFLLKQLVSNVLIFSCTNIVGVCTHYPAEVSQRQAFQETRECIQARLHSQRENQQQERLLLSVLPRHVAMEMKADINAKQEDMMFHKIYIQKHDNVSILFADIEGFTSLASQCTAQELVMTLNELFA.... The pIC50 is 5.3. (4) The small molecule is N[C@@H](Cc1cnc[nH]1)C(=O)Cc1ccccc1. The target protein (Q8G2R2) has sequence MVTTLRQTDPDFEQKFAAFLSGKREVSEDVDRAVREIVDRVRREGDSALLDYSRRFDRIDLEKTGIAVTEAEIDAAFDAAPASTVEALKLARDRIEKHHARQLPKDDRYTDALGVELGSRWTAIEAVGLYVPGGTASYPSSVLMNAMPAKVAGVDRIVMVVPAPDGNLNPLVLVAARLAGVSEIYRVGGAQAIAALAYGTETIRPVAKIVGPGNAYVAAAKRIVFGTVGIDMIAGPSEVLIVADKDNNPDWIAADLLAQAEHDTAAQSILMTNDEAFAHAVEEAVERQLHTLARTETASASWRDFGAVILVKDFEDAIPLANRIAAEHLEIAVADAEAFVPRIRNAGSIFIGGYTPEVIGDYVGGCNHVLPTARSARFSSGLSVLDYMKRTSLLKLGSEQLRALGPAAIEIARAEGLDAHAQSVAIRLNL. The pIC50 is 8.2. (5) The small molecule is CC(C)C[C@H]1C[C@@H](C)[C@]2(C(=O)Nc3ccc(F)cc32)N1C(=O)c1cn(C)cn1. The target protein (P60842) has sequence MSASQDSRSRDNGPDGMEPEGVIESNWNEIVDSFDDMNLSESLLRGIYAYGFEKPSAIQQRAILPCIKGYDVIAQAQSGTGKTATFAISILQQIELDLKATQALVLAPTRELAQQIQKVVMALGDYMGASCHACIGGTNVRAEVQKLQMEAPHIIVGTPGRVFDMLNRRYLSPKYIKMFVLDEADEMLSRGFKDQIYDIFQKLNSNTQVVLLSATMPSDVLEVTKKFMRDPIRILVKKEELTLEGIRQFYINVEREEWKLDTLCDLYETLTITQAVIFINTRRKVDWLTEKMHARDFTVSAMHGDMDQKERDVIMREFRSGSSRVLITTDLLARGIDVQQVSLVINYDLPTNRENYIHRIGRGGRFGRKGVAINMVTEEDKRTLRDIETFYNTSIEEMPLNVADLI. The pIC50 is 4.0. (6) The drug is C[P+](C)(C)CC(P(=O)([O-])O)P(=O)(O)O. The pIC50 is 3.9. The target protein (O95749) has sequence MEKTQETVQRILLEPYKYLLQLPGKQVRTKLSQAFNHWLKVPEDKLQIIIEVTEMLHNASLLIDDIEDNSKLRRGFPVAHSIYGIPSVINSANYVYFLGLEKVLTLDHPDAVKLFTRQLLELHQGQGLDIYWRDNYTCPTEEEYKAMVLQKTGGLFGLAVGLMQLFSDYKEDLKPLLNTLGLFFQIRDDYANLHSKEYSENKSFCEDLTEGKFSFPTIHAIWSRPESTQVQNILRQRTENIDIKKYCVHYLEDVGSFEYTRNTLKELEAKAYKQIDARGGNPELVALVKHLSKMFKEENE. (7) The small molecule is COCCN1CCC[C@@H](COc2nc(-c3ccc(C#N)cc3)c(-c3cnc4c(cnn4C)c3)n3cncc23)C1. The target protein sequence is LPPPPPQAPPEEENESEPEEPSGVEGAAFQSRLPHDRMTSQEAACFPDIISGPQQTQKVFLFIRNRTLQLWLDNPKIQLTFEATLQQLEAPYNSDTVLVHRVHSYLERHGLINFGIYKRIKPLPTKKTGKVIIIGSGVSGLAAARQLQSFGMDVTLLEARDRVGGRVATFRKGNYVADLGAMVVTGLGGNPMAVVSKQVNMELAKIKQKCPLYEANGQAVPKEKDEMVEQEFNRLLEATSYLSHQLDFNVLNNKPVSLGQALEVVIQLQEKHVKDEQIEHWKKIVKTQEELKELLNKMVNLKEKIKELHQQYKEASEVKPPRDITAEFLVKSKHRDLTALCKEYDELAETQGKLEEKLQELEANPPSDVYLSSRDRQILDWHFANLEFANATPLSTLSLKHWDQDDDFEFTGSHLTVRNGYSCVPVALAEGLDIKLNTAVRQVRYTASGCEVIAVNTRSTSQTFIYKCDAVLCTLPLGVLKQQPPAVQFVPPLPEWKTSA.... The pIC50 is 7.3.